Dataset: Full USPTO retrosynthesis dataset with 1.9M reactions from patents (1976-2016). Task: Predict the reactants needed to synthesize the given product. (1) Given the product [OH:28][C@H:26]([CH2:27][NH:1][C:2]1[CH:13]=[CH:12][C:5]2[N:6]([CH3:11])[C:7](=[O:10])[O:8][CH2:9][C:4]=2[CH:3]=1)[C:25]([O:24][CH3:23])=[O:29], predict the reactants needed to synthesize it. The reactants are: [NH2:1][C:2]1[CH:13]=[CH:12][C:5]2[N:6]([CH3:11])[C:7](=[O:10])[O:8][CH2:9][C:4]=2[CH:3]=1.[O-]S(C(F)(F)F)(=O)=O.[Li+].[CH3:23][O:24][C:25](=[O:29])[C@@H:26]1[O:28][CH2:27]1. (2) The reactants are: [CH2:1]([O:3][P:4](/[CH:9]=[CH:10]/[C:11]1[C:12]([O:22][CH2:23][C:24]2[CH:46]=[CH:45][C:27]([O:28][CH2:29][C:30]3[N:31]=[C:32]([C:36]4[CH:37]=[C:38]([CH:42]=[CH:43][CH:44]=4)[C:39](O)=[O:40])[O:33][C:34]=3[CH3:35])=[C:26](OC)[CH:25]=2)=[N:13][N:14]([C:16]2[CH:21]=[CH:20][CH:19]=[CH:18][CH:17]=2)[CH:15]=1)([O:6][CH2:7][CH3:8])=[O:5])[CH3:2].Cl.C([N:52]=C=NCCCN(C)C)C.CN(C)[CH:63]=[O:64]. Given the product [C:39]([C:38]1[CH:37]=[C:36]([C:32]2[O:33][C:34]([CH3:35])=[C:30]([CH2:29][O:28][C:27]3[CH:45]=[CH:46][C:24]([CH2:23][O:22][C:12]4[C:11](/[CH:10]=[CH:9]/[P:4](=[O:5])([O:3][CH2:1][CH3:2])[O:6][CH2:7][CH3:8])=[CH:15][N:14]([C:16]5[CH:17]=[CH:18][CH:19]=[CH:20][CH:21]=5)[N:13]=4)=[CH:25][C:26]=3[O:64][CH3:63])[N:31]=2)[CH:44]=[CH:43][CH:42]=1)(=[O:40])[NH2:52], predict the reactants needed to synthesize it.